Dataset: Full USPTO retrosynthesis dataset with 1.9M reactions from patents (1976-2016). Task: Predict the reactants needed to synthesize the given product. (1) Given the product [CH3:33][N:34]1[CH2:39][CH2:38][N:37]([CH2:40][CH2:41][C:42]([O:30][CH2:29][N:25]2[C:24](=[O:31])/[C:23](=[CH:22]/[C:21]3[CH:20]=[N:19][N:12]4[C:13]([NH:15][CH:16]5[CH2:17][CH2:18]5)=[CH:14][C:9]([NH:8][C:6]5[CH:7]=[C:2]([Cl:1])[CH:3]=[CH:4][C:5]=5[F:32])=[N:10][C:11]=34)/[NH:27][C:26]2=[O:28])=[O:43])[CH2:36][CH2:35]1, predict the reactants needed to synthesize it. The reactants are: [Cl:1][C:2]1[CH:3]=[CH:4][C:5]([F:32])=[C:6]([NH:8][C:9]2[CH:14]=[C:13]([NH:15][CH:16]3[CH2:18][CH2:17]3)[N:12]3[N:19]=[CH:20][C:21](/[CH:22]=[C:23]4/[C:24](=[O:31])[N:25]([CH2:29][OH:30])[C:26](=[O:28])[NH:27]/4)=[C:11]3[N:10]=2)[CH:7]=1.[CH3:33][N:34]1[CH2:39][CH2:38][N:37]([CH2:40][CH2:41][C:42](O)=[O:43])[CH2:36][CH2:35]1.C1(N=C=NC2CCCCC2)CCCCC1. (2) Given the product [CH2:1]([N:8]1[CH2:17][CH2:16][C:15]2[C:14]([NH:29][CH2:30][CH2:31][NH:32][C:33]3[CH:40]=[CH:39][C:36]([C:37]#[N:38])=[CH:35][N:34]=3)=[N:13][C:12]([C:19]3[CH:24]=[CH:23][CH:22]=[CH:21][C:20]=3[C:25]([F:28])([F:27])[F:26])=[N:11][C:10]=2[CH2:9]1)[C:2]1[CH:7]=[CH:6][CH:5]=[CH:4][CH:3]=1, predict the reactants needed to synthesize it. The reactants are: [CH2:1]([N:8]1[CH2:17][CH2:16][C:15]2[C:14](Cl)=[N:13][C:12]([C:19]3[CH:24]=[CH:23][CH:22]=[CH:21][C:20]=3[C:25]([F:28])([F:27])[F:26])=[N:11][C:10]=2[CH2:9]1)[C:2]1[CH:7]=[CH:6][CH:5]=[CH:4][CH:3]=1.[NH2:29][CH2:30][CH2:31][NH:32][C:33]1[CH:40]=[CH:39][C:36]([C:37]#[N:38])=[CH:35][N:34]=1. (3) Given the product [CH3:1][O:2][C:3](=[O:26])[CH2:4][C@H:5]1[C:9]2[CH:10]=[CH:11][C:12]([O:14][C@H:15]3[C:23]4[C:18](=[C:19]([O:25][C:34]5[CH:33]=[CH:32][C:31]6[O:27][CH2:28][CH2:29][C:30]=6[CH:35]=5)[CH:20]=[CH:21][C:22]=4[F:24])[CH2:17][CH2:16]3)=[CH:13][C:8]=2[O:7][CH2:6]1, predict the reactants needed to synthesize it. The reactants are: [CH3:1][O:2][C:3](=[O:26])[CH2:4][C@H:5]1[C:9]2[CH:10]=[CH:11][C:12]([O:14][C@H:15]3[C:23]4[C:18](=[C:19]([OH:25])[CH:20]=[CH:21][C:22]=4[F:24])[CH2:17][CH2:16]3)=[CH:13][C:8]=2[O:7][CH2:6]1.[O:27]1[C:31]2[CH:32]=[CH:33][C:34](B(O)O)=[CH:35][C:30]=2[CH2:29][CH2:28]1. (4) The reactants are: [NH2:1][C:2]1[C:3]([NH:14][CH2:15][CH2:16][CH2:17][Cl:18])=[C:4]([CH:9]=[CH:10][C:11]=1[O:12][CH3:13])[C:5]([O:7][CH3:8])=[O:6].[N:19]([C:22]1[C:23]([CH3:31])=[N:24][C:25]([O:29][CH3:30])=[N:26][C:27]=1[CH3:28])=[C:20]=S.Cl.C(N=C=NCCCN(C)C)C.C(N(CC)CC)C. Given the product [Cl:18][CH2:17][CH2:16][CH2:15][N:14]1[C:3]2[C:4]([C:5]([O:7][CH3:8])=[O:6])=[CH:9][CH:10]=[C:11]([O:12][CH3:13])[C:2]=2[N:1]=[C:20]1[NH:19][C:22]1[C:27]([CH3:28])=[N:26][C:25]([O:29][CH3:30])=[N:24][C:23]=1[CH3:31], predict the reactants needed to synthesize it. (5) The reactants are: [CH3:1][O:2][C:3]([C:5]1([C:10]2[CH:15]=[CH:14][N:13]=[C:12]([C:16]3[CH:21]=[CH:20][C:19]([C:22]([F:25])([F:24])[F:23])=[CH:18][CH:17]=3)[CH:11]=2)[CH2:9][CH:8]=[CH:7][CH2:6]1)=[O:4].Cl. Given the product [CH3:1][O:2][C:3]([C:5]1([C@H:10]2[CH2:15][CH2:14][NH:13][C@@H:12]([C:16]3[CH:21]=[CH:20][C:19]([C:22]([F:25])([F:23])[F:24])=[CH:18][CH:17]=3)[CH2:11]2)[CH2:6][CH2:7][CH2:8][CH2:9]1)=[O:4], predict the reactants needed to synthesize it.